This data is from Catalyst prediction with 721,799 reactions and 888 catalyst types from USPTO. The task is: Predict which catalyst facilitates the given reaction. Reactant: [O:1]1[CH2:6][CH2:5][CH2:4][CH2:3][CH:2]1[N:7]1[CH:11]=[C:10](B2OC(C)(C)C(C)(C)O2)[CH:9]=[N:8]1.Br[C:22]1[CH:23]=[C:24]2[C:28](=[CH:29][CH:30]=1)[N:27]([CH2:31][CH:32]1[CH2:36][N:35]([C:37]([O:39][CH2:40][C:41]3[CH:46]=[CH:45][CH:44]=[CH:43][CH:42]=3)=[O:38])[CH2:34][CH2:33]1)[CH:26]=[CH:25]2.C(=O)([O-])[O-].[Cs+].[Cs+]. Product: [O:1]1[CH2:6][CH2:5][CH2:4][CH2:3][CH:2]1[N:7]1[CH:11]=[C:10]([C:22]2[CH:23]=[C:24]3[C:28](=[CH:29][CH:30]=2)[N:27]([CH2:31][CH:32]2[CH2:33][CH2:34][N:35]([C:37]([O:39][CH2:40][C:41]4[CH:46]=[CH:45][CH:44]=[CH:43][CH:42]=4)=[O:38])[CH2:36]2)[CH:26]=[CH:25]3)[CH:9]=[N:8]1. The catalyst class is: 18.